From a dataset of NCI-60 drug combinations with 297,098 pairs across 59 cell lines. Regression. Given two drug SMILES strings and cell line genomic features, predict the synergy score measuring deviation from expected non-interaction effect. Drug 1: C1=NC2=C(N1)C(=S)N=C(N2)N. Synergy scores: CSS=23.8, Synergy_ZIP=1.06, Synergy_Bliss=0.0447, Synergy_Loewe=-0.917, Synergy_HSA=-0.871. Drug 2: CC1C(C(=O)NC(C(=O)N2CCCC2C(=O)N(CC(=O)N(C(C(=O)O1)C(C)C)C)C)C(C)C)NC(=O)C3=C4C(=C(C=C3)C)OC5=C(C(=O)C(=C(C5=N4)C(=O)NC6C(OC(=O)C(N(C(=O)CN(C(=O)C7CCCN7C(=O)C(NC6=O)C(C)C)C)C)C(C)C)C)N)C. Cell line: UO-31.